Task: Regression. Given a peptide amino acid sequence and an MHC pseudo amino acid sequence, predict their binding affinity value. This is MHC class I binding data.. Dataset: Peptide-MHC class I binding affinity with 185,985 pairs from IEDB/IMGT (1) The peptide sequence is VPHISRQRL. The MHC is HLA-B53:01 with pseudo-sequence HLA-B53:01. The binding affinity (normalized) is 0.0799. (2) The peptide sequence is TWEAWWTEYW. The MHC is HLA-A03:01 with pseudo-sequence HLA-A03:01. The binding affinity (normalized) is 0.298. (3) The peptide sequence is AIPYFYKGK. The MHC is HLA-B35:01 with pseudo-sequence HLA-B35:01. The binding affinity (normalized) is 0.0847. (4) The peptide sequence is FVFLALAGR. The MHC is HLA-A68:02 with pseudo-sequence HLA-A68:02. The binding affinity (normalized) is 0.329. (5) The peptide sequence is ERFLAQEQL. The MHC is Mamu-B08 with pseudo-sequence Mamu-B08. The binding affinity (normalized) is 0.239. (6) The MHC is Mamu-B17 with pseudo-sequence Mamu-B17. The peptide sequence is FSNALGHDW. The binding affinity (normalized) is 0.255. (7) The peptide sequence is GTKQVCIAW. The MHC is HLA-A23:01 with pseudo-sequence HLA-A23:01. The binding affinity (normalized) is 0. (8) The peptide sequence is LLPAVSSGK. The MHC is HLA-A02:01 with pseudo-sequence HLA-A02:01. The binding affinity (normalized) is 0.